From a dataset of Full USPTO retrosynthesis dataset with 1.9M reactions from patents (1976-2016). Predict the reactants needed to synthesize the given product. (1) Given the product [Br:15][C:16]1[C:17]([O:8][C:5]2[CH:6]=[CH:7][C:2]([Cl:1])=[C:3]([C:9]([F:10])([F:11])[F:12])[CH:4]=2)=[N:18][C:19]([CH3:25])=[C:20]([N+:22]([O-:24])=[O:23])[CH:21]=1, predict the reactants needed to synthesize it. The reactants are: [Cl:1][C:2]1[CH:7]=[CH:6][C:5]([OH:8])=[CH:4][C:3]=1[C:9]([F:12])([F:11])[F:10].[H-].[Na+].[Br:15][C:16]1[C:17](Cl)=[N:18][C:19]([CH3:25])=[C:20]([N+:22]([O-:24])=[O:23])[CH:21]=1. (2) Given the product [F:23][C:24]([C:27]1[CH:31]=[C:30]([NH:32][C:33]([NH:19][C:18]2[CH:20]=[CH:21][CH:22]=[C:16]([S:15][C:6]3[C:5]4[C:10](=[CH:11][C:12]([O:13][CH3:14])=[C:3]([O:2][CH3:1])[CH:4]=4)[N:9]=[CH:8][N:7]=3)[CH:17]=2)=[O:34])[N:29]([C:42]2[CH:47]=[CH:46][CH:45]=[CH:44][CH:43]=2)[N:28]=1)([F:26])[CH3:25], predict the reactants needed to synthesize it. The reactants are: [CH3:1][O:2][C:3]1[CH:4]=[C:5]2[C:10](=[CH:11][C:12]=1[O:13][CH3:14])[N:9]=[CH:8][N:7]=[C:6]2[S:15][C:16]1[CH:17]=[C:18]([CH:20]=[CH:21][CH:22]=1)[NH2:19].[F:23][C:24]([C:27]1[CH:31]=[C:30]([NH:32][C:33](=O)[O:34]C2C=CC=CC=2)[N:29]([C:42]2[CH:47]=[CH:46][CH:45]=[CH:44][CH:43]=2)[N:28]=1)([F:26])[CH3:25]. (3) Given the product [Cl:11][C:12]1[CH:19]=[CH:18][CH:17]=[CH:16][C:13]=1[C:14](=[O:22])[CH2:7][C:6]1[CH:9]=[CH:10][C:3]([Cl:2])=[CH:4][CH:5]=1, predict the reactants needed to synthesize it. The reactants are: [Mg].[Cl:2][C:3]1[CH:10]=[CH:9][C:6]([CH2:7]Br)=[CH:5][CH:4]=1.[Cl:11][C:12]1[CH:19]=[CH:18][CH:17]=[CH:16][C:13]=1[C:14]#N.CC[O:22]CC. (4) Given the product [CH2:29]([C:33]1[CH:38]=[CH:37][C:36]([CH:15]2[CH2:21][CH2:20][CH2:19][NH:18][CH2:17][CH2:16]2)=[CH:35][CH:34]=1)[CH2:30][CH2:31][CH3:32], predict the reactants needed to synthesize it. The reactants are: C(C1C=CC(C2CNC2)=CC=1)CC.O=[C:15]1[CH2:21][CH2:20][CH2:19][N:18](C(OC(C)(C)C)=O)[CH2:17][CH2:16]1.[CH2:29]([C:33]1[CH:38]=[CH:37][C:36](B(O)O)=[CH:35][CH:34]=1)[CH2:30][CH2:31][CH3:32]. (5) Given the product [Cl:1][C:2]1[CH:3]=[CH:4][C:5]([C:8]2([CH2:12][O:13][CH2:17][C:18]([O:20][C:21]([CH3:24])([CH3:23])[CH3:22])=[O:19])[CH2:11][CH2:10][CH2:9]2)=[CH:6][CH:7]=1, predict the reactants needed to synthesize it. The reactants are: [Cl:1][C:2]1[CH:7]=[CH:6][C:5]([C:8]2([CH2:12][OH:13])[CH2:11][CH2:10][CH2:9]2)=[CH:4][CH:3]=1.[OH-].[Na+].Br[CH2:17][C:18]([O:20][C:21]([CH3:24])([CH3:23])[CH3:22])=[O:19]. (6) Given the product [NH2:12][C:8]1[CH:7]=[C:6]([C:3]([CH3:5])([CH3:4])[C:1]#[N:2])[CH:11]=[CH:10][CH:9]=1, predict the reactants needed to synthesize it. The reactants are: [C:1]([C:3]([C:6]1[CH:7]=[C:8]([NH:12]C(=O)OC(C)(C)C)[CH:9]=[CH:10][CH:11]=1)([CH3:5])[CH3:4])#[N:2].Cl.